Predict the product of the given reaction. From a dataset of Forward reaction prediction with 1.9M reactions from USPTO patents (1976-2016). (1) Given the reactants [Br:1][C:2]1[CH:3]=[N:4][C:5]2[N:6]([N:8]=[C:9]([C:11]([N:13]3[CH2:18][CH2:17][C:16]4C=[CH:20][NH:21][C:15]=4[CH:14]3[CH3:22])=[O:12])[CH:10]=2)[CH:7]=1.CC1C2N=C[O:32]C=2CCN1, predict the reaction product. The product is: [Br:1][C:2]1[CH:3]=[N:4][C:5]2[N:6]([N:8]=[C:9]([C:11]([N:13]3[CH2:18][CH2:17][C:16]4[O:32][CH:20]=[N:21][C:15]=4[CH:14]3[CH3:22])=[O:12])[CH:10]=2)[CH:7]=1. (2) Given the reactants [CH2:1]([O:3][C:4]([C:6]12[CH2:13][CH2:12][C:9]([NH:14][CH2:15][C:16]([N:18]3[CH2:22][C@@H:21]([F:23])[CH2:20][C@H:19]3[C:24]([NH2:26])=[O:25])=[O:17])([CH2:10][CH2:11]1)[CH2:8][CH2:7]2)=[O:5])[CH3:2].O.[C:28]1([CH3:38])[CH:33]=[CH:32][C:31]([S:34]([OH:37])(=[O:36])=[O:35])=[CH:30][CH:29]=1, predict the reaction product. The product is: [C:28]1([CH3:38])[CH:29]=[CH:30][C:31]([S:34]([OH:37])(=[O:35])=[O:36])=[CH:32][CH:33]=1.[CH2:1]([O:3][C:4]([C:6]12[CH2:13][CH2:12][C:9]([NH:14][CH2:15][C:16]([N:18]3[CH2:22][C@@H:21]([F:23])[CH2:20][C@H:19]3[C:24]([NH2:26])=[O:25])=[O:17])([CH2:10][CH2:11]1)[CH2:8][CH2:7]2)=[O:5])[CH3:2]. (3) Given the reactants [CH3:1][O:2][C:3]1[CH:4]=[C:5]([CH:15]=[CH:16][CH:17]=1)[CH2:6][NH:7][C:8](=[O:14])[O:9][C:10]([CH3:13])([CH3:12])[CH3:11].[Br:18]N1C(=O)CCC1=O, predict the reaction product. The product is: [Br:18][C:15]1[CH:16]=[CH:17][C:3]([O:2][CH3:1])=[CH:4][C:5]=1[CH2:6][NH:7][C:8](=[O:14])[O:9][C:10]([CH3:13])([CH3:11])[CH3:12]. (4) The product is: [N+:1]([C:4]1[CH:8]=[CH:7][N:6]([CH2:9][C:10]2([OH:13])[CH2:12][CH2:11]2)[N:5]=1)([O-:3])=[O:2]. Given the reactants [N+:1]([C:4]1[CH:8]=[CH:7][N:6]([CH2:9][C:10]2([O:13]C3CCCCO3)[CH2:12][CH2:11]2)[N:5]=1)([O-:3])=[O:2].C1(C)C=CC(S(O)(=O)=O)=CC=1, predict the reaction product. (5) Given the reactants [NH2:1][C@H:2]([C:6]([OH:8])=[O:7])[CH:3]([CH3:5])[CH3:4].[O:9]1[CH:13]=[CH:12][CH:11]=[C:10]1[C:14]1[O:18][C:17](=[O:19])[C:16]2([CH2:24][CH2:23][CH2:22][CH2:21][CH2:20]2)[N:15]=1, predict the reaction product. The product is: [O:9]1[CH:13]=[CH:12][CH:11]=[C:10]1[C:14]([NH:15][C:16]1([C:17]([NH:1][C@H:2]([C:6]([OH:8])=[O:7])[CH:3]([CH3:5])[CH3:4])=[O:19])[CH2:24][CH2:23][CH2:22][CH2:21][CH2:20]1)=[O:18]. (6) Given the reactants [C:1]([NH:4][NH:5][C:6](=O)[C:7]1[CH:12]=[CH:11][CH:10]=[C:9]([N:13]2[CH2:22][CH:21]3[N:17]([CH2:18][CH2:19][CH2:20]3)[C:16]3[N:23]=[C:24]([NH:27][CH2:28][CH3:29])[N:25]=[CH:26][C:15]=3[C:14]2=[O:30])[CH:8]=1)(=[O:3])[CH3:2].ClC(Cl)(Cl)C#N.C1(P(C2C=CC=CC=2)C2C=CC=CC=2)C=CC=CC=1, predict the reaction product. The product is: [CH2:28]([NH:27][C:24]1[N:25]=[CH:26][C:15]2[C:14](=[O:30])[N:13]([C:9]3[CH:10]=[CH:11][CH:12]=[C:7]([C:6]4[O:3][C:1]([CH3:2])=[N:4][N:5]=4)[CH:8]=3)[CH2:22][CH:21]3[N:17]([CH2:18][CH2:19][CH2:20]3)[C:16]=2[N:23]=1)[CH3:29]. (7) Given the reactants [C:1]([C:3]1[CH:4]=[C:5]([C:9]2[C:10]3[N:11]([C:28]([CH2:31][CH3:32])=[CH:29][CH:30]=3)[N:12]=[C:13]([CH3:27])[C:14]=2[CH2:15][CH2:16][CH2:17][CH2:18][NH:19]C(=O)OC(C)(C)C)[CH:6]=[CH:7][CH:8]=1)#[N:2].[ClH:33], predict the reaction product. The product is: [ClH:33].[NH2:19][CH2:18][CH2:17][CH2:16][CH2:15][C:14]1[C:13]([CH3:27])=[N:12][N:11]2[C:28]([CH2:31][CH3:32])=[CH:29][CH:30]=[C:10]2[C:9]=1[C:5]1[CH:4]=[C:3]([CH:8]=[CH:7][CH:6]=1)[C:1]#[N:2].